From a dataset of Catalyst prediction with 721,799 reactions and 888 catalyst types from USPTO. Predict which catalyst facilitates the given reaction. Reactant: [Cl:1][C:2]1[CH:10]=[CH:9][C:8]([OH:11])=[C:7]2[C:3]=1[C:4](=[O:25])[N:5]([C:13]1[CH:18]=[CH:17][C:16]([CH2:19][C:20]([O:22][CH2:23][CH3:24])=[O:21])=[CH:15][CH:14]=1)[C:6]2=[O:12].[CH2:26](Br)[C:27]1[CH:32]=[CH:31][CH:30]=[CH:29][CH:28]=1.C(=O)([O-])[O-].[K+].[K+]. Product: [Cl:1][C:2]1[CH:10]=[CH:9][C:8]([O:11][CH2:26][C:27]2[CH:32]=[CH:31][CH:30]=[CH:29][CH:28]=2)=[C:7]2[C:3]=1[C:4](=[O:25])[N:5]([C:13]1[CH:14]=[CH:15][C:16]([CH2:19][C:20]([O:22][CH2:23][CH3:24])=[O:21])=[CH:17][CH:18]=1)[C:6]2=[O:12]. The catalyst class is: 21.